Dataset: Full USPTO retrosynthesis dataset with 1.9M reactions from patents (1976-2016). Task: Predict the reactants needed to synthesize the given product. (1) Given the product [CH3:27][N:24]1[CH2:25][CH2:26][CH:21]([NH:20][C:12]([C:8]2[C:7]([NH:6][C:4](=[O:5])[C:3]3[C:15]([F:19])=[CH:16][CH:17]=[CH:18][C:2]=3[F:1])=[CH:11][NH:10][N:9]=2)=[O:14])[CH2:22][CH2:23]1, predict the reactants needed to synthesize it. The reactants are: [F:1][C:2]1[CH:18]=[CH:17][CH:16]=[C:15]([F:19])[C:3]=1[C:4]([NH:6][C:7]1[C:8]([C:12]([OH:14])=O)=[N:9][NH:10][CH:11]=1)=[O:5].[NH2:20][CH:21]1[CH2:26][CH2:25][N:24]([CH3:27])[CH2:23][CH2:22]1.CCN=C=NCCCN(C)C.C1C=CC2N(O)N=NC=2C=1. (2) Given the product [CH:26]1([C:29]2[O:33][N:32]=[C:31]([NH:34][C:35]([NH:22][C:21]3[CH:23]=[CH:24][CH:25]=[C:19]([S:18][C:6]4[C:5]5[C:10](=[CH:11][C:12]([O:13][CH2:14][CH2:15][O:16][CH3:17])=[C:3]([O:2][CH3:1])[CH:4]=5)[N:9]=[CH:8][N:7]=4)[CH:20]=3)=[O:43])[CH:30]=2)[CH2:27][CH2:45][CH2:44][CH2:28]1, predict the reactants needed to synthesize it. The reactants are: [CH3:1][O:2][C:3]1[CH:4]=[C:5]2[C:10](=[CH:11][C:12]=1[O:13][CH2:14][CH2:15][O:16][CH3:17])[N:9]=[CH:8][N:7]=[C:6]2[S:18][C:19]1[CH:20]=[C:21]([CH:23]=[CH:24][CH:25]=1)[NH2:22].[CH:26]([C:29]1[O:33][N:32]=[C:31]([NH:34][C:35](=[O:43])OC2C=CC=CC=2)[CH:30]=1)([CH3:28])[CH3:27].[CH2:44](OCC)[CH3:45].